Dataset: Peptide-MHC class I binding affinity with 185,985 pairs from IEDB/IMGT. Task: Regression. Given a peptide amino acid sequence and an MHC pseudo amino acid sequence, predict their binding affinity value. This is MHC class I binding data. The peptide sequence is QMRVRYYGL. The MHC is HLA-A01:01 with pseudo-sequence HLA-A01:01. The binding affinity (normalized) is 0.0847.